This data is from Cav3 T-type calcium channel HTS with 100,875 compounds. The task is: Binary Classification. Given a drug SMILES string, predict its activity (active/inactive) in a high-throughput screening assay against a specified biological target. (1) The compound is s1c(/C=N\NC(=O)C2(C(CC(=CC2)C)c2ccc([N+]([O-])=O)cc2)C(O)=O)ccc1. The result is 0 (inactive). (2) The compound is Clc1ccc(S(=O)(=O)N2C(CCC2)c2sc3c(n2)cccc3)cc1. The result is 1 (active). (3) The drug is o1nc(nc1c1cc(OC)c(OC)cc1)c1c(OC)cccc1. The result is 0 (inactive). (4) The result is 0 (inactive). The drug is O1CCN(CC1)CCNC(=O)c1c(Oc2ccccc2)cccc1. (5) The compound is O1C2(OCC1)CCN(CC2)C(=O)CN1CCN(C1=O)Cc1ccc(cc1)C. The result is 0 (inactive). (6) The result is 0 (inactive). The compound is S(=O)(=O)(N(CC(=O)N1CCN(CC1)Cc1ccccc1)CCc1ccccc1)C. (7) The molecule is O(c1c(N\C(CC)=C2/C(=O)NC(=O)NC2=O)cc(OC)cc1)C. The result is 0 (inactive). (8) The compound is O=C(N)C1CCN(C(C(C)C)c2n(nnn2)C(CC)(C)C)CC1. The result is 0 (inactive). (9) The molecule is O1N=C(CC1C(=O)NCCCCc1ccccc1)c1c([N+]([O-])=O)cccc1. The result is 0 (inactive).